This data is from Forward reaction prediction with 1.9M reactions from USPTO patents (1976-2016). The task is: Predict the product of the given reaction. (1) Given the reactants I[C:2]1[CH:3]=[CH:4][C:5]2[N:6]([CH:8]=[C:9]([NH2:11])[N:10]=2)[N:7]=1.[NH2:12][C:13]1[CH:14]=[C:15]([OH:19])[CH:16]=[CH:17][CH:18]=1.C(=O)([O-])[O-].[K+].[K+].CN(C)C=O, predict the reaction product. The product is: [NH2:12][C:13]1[CH:14]=[C:15]([CH:16]=[CH:17][CH:18]=1)[O:19][C:2]1[CH:3]=[CH:4][C:5]2[N:6]([CH:8]=[C:9]([NH2:11])[N:10]=2)[N:7]=1. (2) Given the reactants II.C1C=CC(P(C2C=CC=CC=2)C2C=CC=CC=2)=CC=1.C(N(CC)CC)C.[N:29]1[N:30]([C:34]2[CH:62]=[CH:61][CH:60]=[CH:59][C:35]=2[C:36]([N:38]2[C@H:43]([CH3:44])[CH2:42][CH2:41][C@@H:40]([C:45]([NH:47][CH:48]([C:54](=O)[CH:55]([F:57])[F:56])[C:49]([O:51][CH2:52][CH3:53])=[O:50])=[O:46])[CH2:39]2)=[O:37])[N:31]=[CH:32][CH:33]=1, predict the reaction product. The product is: [N:31]1[N:30]([C:34]2[CH:62]=[CH:61][CH:60]=[CH:59][C:35]=2[C:36]([N:38]2[C@H:43]([CH3:44])[CH2:42][CH2:41][C@@H:40]([C:45]3[O:46][C:54]([CH:55]([F:56])[F:57])=[C:48]([C:49]([O:51][CH2:52][CH3:53])=[O:50])[N:47]=3)[CH2:39]2)=[O:37])[N:29]=[CH:33][CH:32]=1. (3) Given the reactants [CH3:1][C:2]1[CH:7]=[CH:6][C:5](S(OC[C@@H](O)C)(=O)=O)=[CH:4][CH:3]=1.[OH-].[K+].[CH2:18]([NH:25][CH2:26][CH2:27][OH:28])[C:19]1C=CC=C[CH:20]=1.CC([O:33]C(OC(OC(C)(C)C)=O)=O)(C)C, predict the reaction product. The product is: [CH2:1]([N:25]([CH2:26][CH2:27][OH:28])[CH2:18][C@H:19]([OH:33])[CH3:20])[C:2]1[CH:3]=[CH:4][CH:5]=[CH:6][CH:7]=1. (4) Given the reactants [O:1]1[CH2:6][CH2:5][N:4]([C:7]2[C:8]3[N:9]([C:13]([C:28]4[CH:29]=[CH:30][C:31]([C:34]([OH:36])=O)=NC=4)=[C:14]([C:16]#[C:17][C:18]4[CH:27]=[CH:26][C:25]5[C:20](=[CH:21][CH:22]=[CH:23][CH:24]=5)[N:19]=4)[N:15]=3)[N:10]=[CH:11][CH:12]=2)[CH2:3][CH2:2]1.Cl.[CH3:38][NH:39][O:40][CH3:41].[CH3:42][CH2:43]N=C=NCCCN(C)C.CCN(C(C)C)C(C)C, predict the reaction product. The product is: [CH3:41][O:40][N:39]([CH3:38])[C:34](=[O:36])[C:31]1[CH:30]=[CH:29][C:28]([C:13]2[N:9]3[N:10]=[CH:11][CH:12]=[C:7]([N:4]4[CH2:3][CH2:2][O:1][CH2:6][CH2:5]4)[C:8]3=[N:15][C:14]=2[C:16]#[C:17][C:18]2[CH:27]=[CH:26][C:25]3[C:20](=[CH:21][CH:22]=[CH:23][CH:24]=3)[N:19]=2)=[CH:43][CH:42]=1. (5) Given the reactants [F:1][CH:2]([F:32])[C:3]1[S:4][CH:5]=[C:6]([C:8]2[C:12]3[CH2:13][N:14](C(OC(C)(C)C)=O)[CH2:15][CH2:16][C:11]=3[N:10](COCC[Si](C)(C)C)[N:9]=2)[N:7]=1.O1CCOCC1, predict the reaction product. The product is: [F:32][CH:2]([F:1])[C:3]1[S:4][CH:5]=[C:6]([C:8]2[C:12]3[CH2:13][NH:14][CH2:15][CH2:16][C:11]=3[NH:10][N:9]=2)[N:7]=1. (6) Given the reactants [NH2:1][C:2]1[N:6]([C:7]2[CH:12]=[C:11]([N+:13]([O-:15])=[O:14])[CH:10]=[CH:9][C:8]=2Br)[N:5]=[C:4]([C:17]2[CH:22]=[CH:21][C:20]([O:23][C:24]3[CH:29]=[CH:28][CH:27]=[CH:26][CH:25]=3)=[CH:19][CH:18]=2)[C:3]=1[C:30]([NH2:32])=[O:31].CNCCNC.[O-]P([O-])([O-])=O.[K+].[K+].[K+], predict the reaction product. The product is: [N+:13]([C:11]1[CH:10]=[CH:9][C:8]2[NH:1][C:2]3[N:6]([N:5]=[C:4]([C:17]4[CH:22]=[CH:21][C:20]([O:23][C:24]5[CH:29]=[CH:28][CH:27]=[CH:26][CH:25]=5)=[CH:19][CH:18]=4)[C:3]=3[C:30]([NH2:32])=[O:31])[C:7]=2[CH:12]=1)([O-:15])=[O:14]. (7) Given the reactants [CH3:1][O:2][N:3]([CH3:27])[C:4]([C:6]1[C:11]([NH:12][S:13]([C:16]2[CH:21]=[CH:20][C:19]([Cl:22])=[C:18]([C:23]([F:26])([F:25])[F:24])[CH:17]=2)(=[O:15])=[O:14])=[CH:10][CH:9]=[CH:8][N:7]=1)=[O:5].C(=O)([O-])[O-].[K+].[K+].[CH3:34][O:35][CH2:36]Cl, predict the reaction product. The product is: [CH3:1][O:2][N:3]([CH3:27])[C:4]([C:6]1[C:11]([N:12]([S:13]([C:16]2[CH:21]=[CH:20][C:19]([Cl:22])=[C:18]([C:23]([F:26])([F:24])[F:25])[CH:17]=2)(=[O:15])=[O:14])[CH2:34][O:35][CH3:36])=[CH:10][CH:9]=[CH:8][N:7]=1)=[O:5]. (8) Given the reactants [OH:1][C:2]1[C:3]([C:12]([OH:14])=O)=[CH:4][CH:5]=[C:6]2[C:11]=1[N:10]=[CH:9][CH:8]=[CH:7]2.Cl.[Cl:16][C:17]1[CH:18]=[C:19]2[C:24](=[CH:25][CH:26]=1)[CH:23]=[C:22]([S:27]([N:30]1[CH2:35][CH2:34][NH:33][CH2:32][CH2:31]1)(=[O:29])=[O:28])[CH:21]=[CH:20]2, predict the reaction product. The product is: [ClH:16].[Cl:16][C:17]1[CH:18]=[C:19]2[C:24](=[CH:25][CH:26]=1)[CH:23]=[C:22]([S:27]([N:30]1[CH2:31][CH2:32][N:33]([C:12]([C:3]3[C:2]([OH:1])=[C:11]4[C:6]([CH:7]=[CH:8][CH:9]=[N:10]4)=[CH:5][CH:4]=3)=[O:14])[CH2:34][CH2:35]1)(=[O:28])=[O:29])[CH:21]=[CH:20]2. (9) Given the reactants [C:1]([O:5][C:6]([N:8]1[CH2:13][CH2:12][CH:11]([CH2:14]I)[CH2:10][CH2:9]1)=[O:7])([CH3:4])([CH3:3])[CH3:2].C([Li])(C)(C)C.[C:21]1(=O)[CH2:25][CH2:24][CH2:23][CH2:22]1.[NH4+].[Cl-].C[CH2:30][O:31]CC, predict the reaction product. The product is: [C:1]([O:5][C:6]([N:8]1[CH2:13][CH2:12][CH:11]([CH2:14][CH:30]([CH:21]2[CH2:25][CH2:24][CH2:23][CH2:22]2)[OH:31])[CH2:10][CH2:9]1)=[O:7])([CH3:4])([CH3:3])[CH3:2]. (10) Given the reactants C(OC([N:8]1[CH2:13][CH2:12][N:11]([C:14]([C:16]2[C:24]3[C:19](=[N:20][CH:21]=[C:22]([O:25][CH3:26])[CH:23]=3)[N:18]([C:27]3[CH:32]=[CH:31][CH:30]=[CH:29][CH:28]=3)[C:17]=2[O:33][C:34]2[CH:39]=[C:38]([F:40])[CH:37]=[CH:36][C:35]=2[CH3:41])=[O:15])[CH2:10][CH2:9]1)=O)(C)(C)C.Cl.Cl.Cl.FC1C=CC(C)=C(C=1)OC1N(C2C=CC=CC=2)C2=NC=C(OC)C=C2C=1C(N1CCNCC1)=O, predict the reaction product. The product is: [F:40][C:38]1[CH:37]=[CH:36][C:35]([CH3:41])=[C:34]([CH:39]=1)[O:33][C:17]1[N:18]([C:27]2[CH:28]=[CH:29][CH:30]=[CH:31][CH:32]=2)[C:19]2=[N:20][CH:21]=[C:22]([O:25][CH3:26])[CH:23]=[C:24]2[C:16]=1[C:14]([N:11]1[CH2:10][CH2:9][NH:8][CH2:13][CH2:12]1)=[O:15].